The task is: Predict the product of the given reaction.. This data is from Forward reaction prediction with 1.9M reactions from USPTO patents (1976-2016). (1) Given the reactants [C:1]([O:5][C:6](=[O:31])[CH2:7][N:8]([S:14]([C:17]1[CH:22]=[CH:21][C:20]([O:23][CH2:24][C:25]2[CH:30]=[CH:29][CH:28]=[CH:27][CH:26]=2)=[CH:19][CH:18]=1)(=[O:16])=[O:15])[CH2:9][CH2:10][CH2:11][CH:12]=[CH2:13])([CH3:4])([CH3:3])[CH3:2].CN(C)C=[O:35].O.O=O, predict the reaction product. The product is: [C:1]([O:5][C:6](=[O:31])[CH2:7][N:8]([S:14]([C:17]1[CH:22]=[CH:21][C:20]([O:23][CH2:24][C:25]2[CH:30]=[CH:29][CH:28]=[CH:27][CH:26]=2)=[CH:19][CH:18]=1)(=[O:16])=[O:15])[CH2:9][CH2:10][CH2:11][C:12](=[O:35])[CH3:13])([CH3:2])([CH3:3])[CH3:4]. (2) Given the reactants [CH3:1][C:2]1[CH:7]=[C:6]([CH3:8])[CH:5]=[CH:4][C:3]=1[N:9]([CH2:20][CH:21]([CH3:23])[CH3:22])[S:10]([C:13]1[CH:18]=[CH:17][C:16]([OH:19])=[CH:15][CH:14]=1)(=[O:12])=[O:11].[F-].[K+].Br[CH2:27][C:28]1[CH:33]=[CH:32][N:31]=[CH:30][CH:29]=1, predict the reaction product. The product is: [CH3:1][C:2]1[CH:7]=[C:6]([CH3:8])[CH:5]=[CH:4][C:3]=1[N:9]([CH2:20][CH:21]([CH3:23])[CH3:22])[S:10]([C:13]1[CH:18]=[CH:17][C:16]([O:19][CH2:27][C:28]2[CH:33]=[CH:32][N:31]=[CH:30][CH:29]=2)=[CH:15][CH:14]=1)(=[O:12])=[O:11]. (3) Given the reactants [O:1]([CH2:19][C@H:20]1[C@@H:27]2[C@@H:23]([O:24][C:25](=[O:28])[CH2:26]2)[CH2:22][C@@H:21]1[F:29])[Si:2]([C:15]([CH3:18])([CH3:17])[CH3:16])([C:9]1[CH:14]=[CH:13][CH:12]=[CH:11][CH:10]=1)[C:3]1[CH:8]=[CH:7][CH:6]=[CH:5][CH:4]=1.[H-].C([Al+]CC(C)C)C(C)C.CO.C([O-])(=O)C(C(C([O-])=O)O)O.[K+].[Na+], predict the reaction product. The product is: [O:1]([CH2:19][C@H:20]1[C@@H:27]2[C@@H:23]([O:24][CH:25]([OH:28])[CH2:26]2)[CH2:22][C@@H:21]1[F:29])[Si:2]([C:15]([CH3:16])([CH3:17])[CH3:18])([C:3]1[CH:4]=[CH:5][CH:6]=[CH:7][CH:8]=1)[C:9]1[CH:14]=[CH:13][CH:12]=[CH:11][CH:10]=1. (4) Given the reactants [CH3:1][C:2]1[N:3]=[C:4]2[S:19][CH:18]=[CH:17][N:5]2[C:6](=[O:16])[C:7]=1[C:8]1[CH:15]=[CH:14][C:11]([C:12]#[N:13])=[CH:10][CH:9]=1.[CH3:20][O:21][C:22]1[C:23]([O:30][CH2:31][CH2:32][O:33][CH3:34])=[C:24]([CH:27]=[CH:28][CH:29]=1)[CH:25]=O.[O-]CC.[Na+], predict the reaction product. The product is: [CH3:20][O:21][C:22]1[C:23]([O:30][CH2:31][CH2:32][O:33][CH3:34])=[C:24](/[CH:25]=[CH:1]/[C:2]2[N:3]=[C:4]3[S:19][CH:18]=[CH:17][N:5]3[C:6](=[O:16])[C:7]=2[C:8]2[CH:9]=[CH:10][C:11]([C:12]#[N:13])=[CH:14][CH:15]=2)[CH:27]=[CH:28][CH:29]=1.